From a dataset of Full USPTO retrosynthesis dataset with 1.9M reactions from patents (1976-2016). Predict the reactants needed to synthesize the given product. (1) Given the product [CH:10]12[CH2:11][CH:6]3[CH2:7][CH:8]([CH2:12][CH:4]([CH2:5]3)[CH:3]1[N:2]=[C:13]=[O:14])[CH2:9]2, predict the reactants needed to synthesize it. The reactants are: Cl.[NH2:2][CH:3]1[CH:10]2[CH2:11][CH:6]3[CH2:7][CH:8]([CH2:12][CH:4]1[CH2:5]3)[CH2:9]2.[C:13]([O-])(O)=[O:14].[Na+].ClC(Cl)(OC(=O)OC(Cl)(Cl)Cl)Cl. (2) Given the product [NH2:34][CH:1]([C:4]1[C:9]([C:10]2[CH:15]=[CH:14][CH:13]=[C:12]([F:16])[CH:11]=2)=[C:8]([N:17]([C:22]([O:24][CH3:25])=[O:23])[C:18]([O:20][CH3:21])=[O:19])[C:7]([CH3:26])=[C:6]([Cl:27])[CH:5]=1)[CH3:2], predict the reactants needed to synthesize it. The reactants are: [C:1]([C:4]1[C:9]([C:10]2[CH:15]=[CH:14][CH:13]=[C:12]([F:16])[CH:11]=2)=[C:8]([N:17]([C:22]([O:24][CH3:25])=[O:23])[C:18]([O:20][CH3:21])=[O:19])[C:7]([CH3:26])=[C:6]([Cl:27])[CH:5]=1)(=O)[CH3:2].C([O-])(=O)C.[NH4+].C([BH3-])#[N:34].[Na+]. (3) Given the product [CH3:4][CH2:3][CH2:2][CH:1]([CH3:7])[CH3:6].[CH3:33][CH:19]1[C:10]2=[N:11][C:12]([C:13]3[CH:18]=[CH:17][CH:16]=[CH:15][CH:14]=3)=[C:7]([C:1]3[CH:2]=[CH:3][CH:4]=[CH:5][CH:6]=3)[N:8]=[C:9]2[CH:22]=[CH:21][N:20]1[C:30]([O:29][C:23]1[CH:28]=[CH:27][CH:26]=[CH:25][CH:24]=1)=[O:31], predict the reactants needed to synthesize it. The reactants are: [C:1]1([C:7]2[N:8]=[C:9]3[CH:22]=[CH:21][N:20]=[CH:19][C:10]3=[N:11][C:12]=2[C:13]2[CH:18]=[CH:17][CH:16]=[CH:15][CH:14]=2)[CH:6]=[CH:5][CH:4]=[CH:3][CH:2]=1.[C:23]1([O:29][C:30](Cl)=[O:31])[CH:28]=[CH:27][CH:26]=[CH:25][CH:24]=1.[CH3:33][Mg]Br. (4) Given the product [OH:8][C:9]1[CH:10]=[CH:11][C:12]([C:19]2[CH:28]=[C:27]3[C:22]([CH2:23][CH2:24][CH2:25][N:26]3[C:29]([O:31][C:32]([CH3:35])([CH3:34])[CH3:33])=[O:30])=[CH:21][CH:20]=2)=[N:13][C:14]=1[C:15]([O:17][CH3:18])=[O:16], predict the reactants needed to synthesize it. The reactants are: C([O:8][C:9]1[CH:10]=[CH:11][C:12]([C:19]2[CH:28]=[C:27]3[C:22]([CH2:23][CH2:24][CH2:25][N:26]3[C:29]([O:31][C:32]([CH3:35])([CH3:34])[CH3:33])=[O:30])=[CH:21][CH:20]=2)=[N:13][C:14]=1[C:15]([O:17][CH3:18])=[O:16])C1C=CC=CC=1. (5) Given the product [NH2:17][C:15]1[CH:14]=[N:13][C:12]([O:20][CH2:21][CH:22]([F:23])[F:24])=[C:11]([CH:16]=1)[C:10]([NH:9][C:4]1[CH:5]=[C:6]([F:8])[CH:7]=[C:2]([Cl:1])[CH:3]=1)=[O:25], predict the reactants needed to synthesize it. The reactants are: [Cl:1][C:2]1[CH:3]=[C:4]([NH:9][C:10](=[O:25])[C:11]2[CH:16]=[C:15]([N+:17]([O-])=O)[CH:14]=[N:13][C:12]=2[O:20][CH2:21][CH:22]([F:24])[F:23])[CH:5]=[C:6]([F:8])[CH:7]=1.CSC1C2C(=CC(Br)=CC=2Br)NC=1SC. (6) Given the product [CH2:14]([N:21]1[C:25]2[N:26]=[C:27]([C:33]3[CH:38]=[CH:37][C:36]([F:39])=[C:35]([C:40]([O:42][CH3:43])=[O:41])[CH:34]=3)[CH:28]=[C:29]([C:30]([OH:32])=[O:31])[C:24]=2[C:23]([I:6])=[N:22]1)[C:15]1[CH:20]=[CH:19][CH:18]=[CH:17][CH:16]=1, predict the reactants needed to synthesize it. The reactants are: C(=O)([O-])O.[Na+].[I:6]N1C(=O)CCC1=O.[CH2:14]([N:21]1[C:25]2[N:26]=[C:27]([C:33]3[CH:38]=[CH:37][C:36]([F:39])=[C:35]([C:40]([O:42][CH3:43])=[O:41])[CH:34]=3)[CH:28]=[C:29]([C:30]([OH:32])=[O:31])[C:24]=2[CH:23]=[N:22]1)[C:15]1[CH:20]=[CH:19][CH:18]=[CH:17][CH:16]=1. (7) Given the product [N:6]1[CH:7]=[CH:8][N:9]2[C:5]=1[C:3](=[O:4])[NH:1][N:2]=[CH:10]2, predict the reactants needed to synthesize it. The reactants are: [NH:1]([C:3]([C:5]1[NH:6][CH:7]=[CH:8][N:9]=1)=[O:4])[NH2:2].[CH3:10]OC(OC)N(C)C.C(OCC)C. (8) Given the product [C:29]([O:21][CH2:20][C:8]1([C:4]2[CH:5]=[CH:6][CH:7]=[C:2]([NH:1][C:27](=[O:34])[CH3:28])[CH:3]=2)[CH:13]2[CH:9]1[CH2:10][N:11]([CH2:14][CH2:15][CH2:16][CH2:17][CH2:18][CH3:19])[CH2:12]2)(=[O:31])[CH3:30], predict the reactants needed to synthesize it. The reactants are: [NH2:1][C:2]1[CH:3]=[C:4]([C:8]2([CH2:20][OH:21])[CH:13]3[CH:9]2[CH2:10][N:11]([CH2:14][CH2:15][CH2:16][CH2:17][CH2:18][CH3:19])[CH2:12]3)[CH:5]=[CH:6][CH:7]=1.C(N([CH2:27][CH3:28])CC)C.[C:29](Cl)(=[O:31])[CH3:30].C(=O)([O-])[OH:34].[Na+].